Dataset: Reaction yield outcomes from USPTO patents with 853,638 reactions. Task: Predict the reaction yield, written as a fraction of the theoretical maximum amount of product (1.0 means a 100% yield; for example, 0.34 means a 34% yield). (1) The reactants are ClC(Cl)(Cl)C[N:4]([C:8]1[N:12]([CH3:13])[N:11]=[CH:10][CH:9]=1)[C:5](=[O:7])O.[F:16][C:17]1[C:22]([F:23])=[CH:21][CH:20]=[CH:19][C:18]=1[C:24]1[CH:29]=[CH:28][CH:27]=[C:26]([N:30]2[CH2:35][CH2:34][NH:33][CH2:32][CH2:31]2)[CH:25]=1. No catalyst specified. The product is [F:16][C:17]1[C:22]([F:23])=[CH:21][CH:20]=[CH:19][C:18]=1[C:24]1[CH:29]=[CH:28][CH:27]=[C:26]([N:30]2[CH2:31][CH2:32][N:33]([C:5]([NH:4][C:8]3[N:12]([CH3:13])[N:11]=[CH:10][CH:9]=3)=[O:7])[CH2:34][CH2:35]2)[CH:25]=1. The yield is 0.610. (2) The reactants are [N:1]([O-])=O.[Na+].[NH2:5][C:6]1[CH:11]=[CH:10][CH:9]=[CH:8][CH:7]=1.[F:12][B-:13]([F:16])([F:15])[F:14].[H+]. No catalyst specified. The product is [F:12][B-:13]([F:16])([F:15])[F:14].[C:6]1([N+:5]#[N:1])[CH:11]=[CH:10][CH:9]=[CH:8][CH:7]=1. The yield is 0.610. (3) The reactants are C(NC(C)C)(C)C.C([Li])CCC.[C:13]1([C:23]2[CH:28]=[CH:27][CH:26]=[CH:25][CH:24]=2)[CH:18]=[CH:17][C:16]([CH2:19][C:20]([OH:22])=[O:21])=[CH:15][CH:14]=1.I[CH2:30][CH:31]1[CH2:35][CH2:34][CH2:33][CH2:32]1. The catalyst is O1CCCC1.CN1CCCN(C)C1=O. The product is [C:13]1([C:23]2[CH:24]=[CH:25][CH:26]=[CH:27][CH:28]=2)[CH:14]=[CH:15][C:16]([CH:19]([CH2:30][CH:31]2[CH2:35][CH2:34][CH2:33][CH2:32]2)[C:20]([OH:22])=[O:21])=[CH:17][CH:18]=1. The yield is 0.740. (4) The reactants are Cl[C:2]1[N:7]=[C:6]([NH:8][C@H:9]([C:11]2[CH:12]=[C:13]([NH:17][C:18](=[O:26])[C:19]3[CH:24]=[CH:23][CH:22]=[C:21]([CH3:25])[CH:20]=3)[CH:14]=[CH:15][CH:16]=2)[CH3:10])[CH:5]=[N:4][CH:3]=1.C1C=CC(P(C2C=CC3C(=CC=CC=3)C=2C2C3C(=CC=CC=3)C=CC=2P(C2C=CC=CC=2)C2C=CC=CC=2)C2C=CC=CC=2)=CC=1.[NH:73]1[CH:77]=[CH:76][N:75]=[CH:74]1.CC(C)([O-])C.[Na+]. The catalyst is CN(C)C=O.C(=O)([O-])O.[Na+].C([O-])(=O)C.[Pd+2].C([O-])(=O)C. The product is [N:73]1([C:2]2[N:7]=[C:6]([NH:8][C@H:9]([C:11]3[CH:12]=[C:13]([NH:17][C:18](=[O:26])[C:19]4[CH:24]=[CH:23][CH:22]=[C:21]([CH3:25])[CH:20]=4)[CH:14]=[CH:15][CH:16]=3)[CH3:10])[CH:5]=[N:4][CH:3]=2)[CH:77]=[CH:76][N:75]=[CH:74]1. The yield is 0.400.